Dataset: Forward reaction prediction with 1.9M reactions from USPTO patents (1976-2016). Task: Predict the product of the given reaction. (1) Given the reactants C(C[CH2:4][NH:5][C:6](=[O:32])[C@@H:7]([NH:12][C:13]([N:15]1[C:19]2[CH2:20][CH2:21][O:22][CH2:23][C:18]=2[C:17]([C:24]2[CH:29]=[CH:28][C:27]([F:30])=[C:26]([F:31])[CH:25]=2)=[N:16]1)=[O:14])[C:8]([CH3:11])([CH3:10])[CH3:9])#N.NC[C:35]1[O:36][C:37]([CH3:40])=[N:38][N:39]=1, predict the reaction product. The product is: [F:31][C:26]1[CH:25]=[C:24]([C:17]2[C:18]3[CH2:23][O:22][CH2:21][CH2:20][C:19]=3[N:15]([C:13]([NH:12][C@@H:7]([C:8]([CH3:9])([CH3:11])[CH3:10])[C:6]([NH:5][CH2:4][C:35]3[O:36][C:37]([CH3:40])=[N:38][N:39]=3)=[O:32])=[O:14])[N:16]=2)[CH:29]=[CH:28][C:27]=1[F:30]. (2) Given the reactants [CH3:1][O:2][C:3]1[CH:10]=[CH:9][C:6]([CH:7]=O)=[CH:5][CH:4]=1.[N:11]1[CH:16]=[CH:15][C:14]([NH2:17])=[N:13][CH:12]=1.[BH-](OC(C)=O)(OC(C)=O)OC(C)=O.[Na+], predict the reaction product. The product is: [CH3:1][O:2][C:3]1[CH:10]=[CH:9][C:6]([CH2:7][NH:17][C:14]2[CH:15]=[CH:16][N:11]=[CH:12][N:13]=2)=[CH:5][CH:4]=1.